Task: Predict the reactants needed to synthesize the given product.. Dataset: Full USPTO retrosynthesis dataset with 1.9M reactions from patents (1976-2016) The reactants are: [F:1][C:2]([F:18])([F:17])[O:3][C:4]1[CH:16]=[CH:15][C:7]([O:8][C:9]2[CH:14]=[CH:13][N:12]=[CH:11][CH:10]=2)=[CH:6][CH:5]=1.[H][H]. Given the product [F:18][C:2]([F:1])([F:17])[O:3][C:4]1[CH:16]=[CH:15][C:7]([O:8][CH:9]2[CH2:10][CH2:11][NH:12][CH2:13][CH2:14]2)=[CH:6][CH:5]=1, predict the reactants needed to synthesize it.